Dataset: Reaction yield outcomes from USPTO patents with 853,638 reactions. Task: Predict the reaction yield, written as a fraction of the theoretical maximum amount of product (1.0 means a 100% yield; for example, 0.34 means a 34% yield). (1) The reactants are [OH:1][C:2]1[CH:7]=[CH:6][C:5]([C:8]2[C:9](=[O:23])[C:10]([CH3:22])([CH3:21])[O:11][C:12]=2[C:13]2[CH:18]=[CH:17][C:16]([O:19][CH3:20])=[CH:15][CH:14]=2)=[CH:4][CH:3]=1.C(=O)([O-])[O-].[Cs+].[Cs+].CN(C=O)C.[Cl:35][C:36]1[CH:37]=[CH:38][C:39]2[N:40]([CH:42]=[C:43]([CH2:45]Cl)[N:44]=2)[CH:41]=1. The catalyst is O. The product is [Cl:35][C:36]1[CH:37]=[CH:38][C:39]2[N:40]([CH:42]=[C:43]([CH2:45][O:1][C:2]3[CH:3]=[CH:4][C:5]([C:8]4[C:9](=[O:23])[C:10]([CH3:21])([CH3:22])[O:11][C:12]=4[C:13]4[CH:18]=[CH:17][C:16]([O:19][CH3:20])=[CH:15][CH:14]=4)=[CH:6][CH:7]=3)[N:44]=2)[CH:41]=1. The yield is 0.393. (2) The reactants are [CH3:1][O:2][C:3]1[CH:8]=[N:7][C:6]([N:9]2[CH:13]=[N:12][C:11]([CH:14]([OH:16])[CH3:15])=[N:10]2)=[C:5]2[NH:17][CH:18]=[CH:19][C:4]=12.C([Mg]Br)C.N1C=CC=CC=1.Cl[C:31](=[O:37])[C:32]([O:34][CH2:35][CH3:36])=[O:33]. The catalyst is C1COCC1. The product is [OH:16][CH:14]([C:11]1[N:12]=[CH:13][N:9]([C:6]2[N:7]=[CH:8][C:3]([O:2][CH3:1])=[C:4]3[C:19]([C:31](=[O:37])[C:32]([O:34][CH2:35][CH3:36])=[O:33])=[CH:18][NH:17][C:5]=23)[N:10]=1)[CH3:15]. The yield is 0.722. (3) The reactants are [Cl:1][C:2]1[CH:3]=[C:4]([OH:8])[CH:5]=[N:6][CH:7]=1.[H-].[Na+].[Cl:11][CH2:12][CH2:13][CH2:14]I.[Na+].[Cl-]. The catalyst is CN(C)C=O.O. The product is [Cl:1][C:2]1[CH:7]=[N:6][CH:5]=[C:4]([O:8][CH2:14][CH2:13][CH2:12][Cl:11])[CH:3]=1. The yield is 0.730. (4) The reactants are [Cl:1][C:2]1[C:11]2[NH:10][C:9](=[O:12])[C:8]3[S:13][CH:14]=[CH:15][C:7]=3[C:6]=2[C:5]([C:16]2[CH:21]=[CH:20][C:19]([C@@H:22]([N:25](C)[C:26](=O)OC(C)(C)C)[CH2:23][CH3:24])=[CH:18][CH:17]=2)=[C:4]([O:34]C)[CH:3]=1.BrB(Br)Br. No catalyst specified. The product is [ClH:1].[Cl:1][C:2]1[C:11]2[NH:10][C:9](=[O:12])[C:8]3[S:13][CH:14]=[CH:15][C:7]=3[C:6]=2[C:5]([C:16]2[CH:21]=[CH:20][C:19]([C@@H:22]([NH:25][CH3:26])[CH2:23][CH3:24])=[CH:18][CH:17]=2)=[C:4]([OH:34])[CH:3]=1. The yield is 0.450. (5) The reactants are [N+:1]([C:4]1[CH:5]=[C:6]2[C:10](=[CH:11][CH:12]=1)[NH:9][CH:8]=[C:7]2[C:13]1[CH2:18][CH2:17][N:16](C(OC(C)(C)C)=O)[CH2:15][CH:14]=1)([O-:3])=[O:2].C(O)(C(F)(F)F)=O. The catalyst is C(Cl)Cl. The product is [N+:1]([C:4]1[CH:5]=[C:6]2[C:10](=[CH:11][CH:12]=1)[NH:9][CH:8]=[C:7]2[C:13]1[CH2:18][CH2:17][NH:16][CH2:15][CH:14]=1)([O-:3])=[O:2]. The yield is 0.990. (6) The reactants are C([O-])=O.[NH4+].[NH:5]1[C:13]2[C:8](=[CH:9][C:10]([NH:14][S:15]([CH:18]3[CH2:23][CH2:22][N:21](C(OCC4C=CC=CC=4)=O)[CH2:20][CH2:19]3)(=[O:17])=[O:16])=[CH:11][CH:12]=2)[CH:7]=[N:6]1. The catalyst is C(O)C.[Pd]. The product is [NH:5]1[C:13]2[C:8](=[CH:9][C:10]([NH:14][S:15]([CH:18]3[CH2:23][CH2:22][NH:21][CH2:20][CH2:19]3)(=[O:17])=[O:16])=[CH:11][CH:12]=2)[CH:7]=[N:6]1. The yield is 0.690. (7) The reactants are [OH-].[Na+].[ClH:3].[CH2:4]([O:6][C:7]1[CH:8]=[CH:9][C:10]2[N:14]=[C:13]([CH2:15][O:16][C:17]3[CH:18]=[C:19]([CH:24]=[CH:25][CH:26]=3)[C:20]([O:22]C)=[O:21])[N:12]([CH3:27])[C:11]=2[CH:28]=1)[CH3:5].Cl. The catalyst is O1CCOCC1. The product is [ClH:3].[CH2:4]([O:6][C:7]1[CH:8]=[CH:9][C:10]2[N:14]=[C:13]([CH2:15][O:16][C:17]3[CH:18]=[C:19]([CH:24]=[CH:25][CH:26]=3)[C:20]([OH:22])=[O:21])[N:12]([CH3:27])[C:11]=2[CH:28]=1)[CH3:5]. The yield is 0.610.